This data is from Catalyst prediction with 721,799 reactions and 888 catalyst types from USPTO. The task is: Predict which catalyst facilitates the given reaction. (1) Reactant: B(Br)(Br)Br.[Br:5][C:6]1[C:7]([C:16]2[CH:21]=[CH:20][C:19]([F:22])=[CH:18][C:17]=2[O:23]C)=[N:8][N:9]([CH3:15])[C:10]=1[O:11][CH:12]([F:14])[F:13].C(OCC)C.O. Product: [Br:5][C:6]1[C:7]([C:16]2[CH:21]=[CH:20][C:19]([F:22])=[CH:18][C:17]=2[OH:23])=[N:8][N:9]([CH3:15])[C:10]=1[O:11][CH:12]([F:14])[F:13]. The catalyst class is: 4. (2) Reactant: [S:1]1[C:5]([CH2:6][CH2:7][OH:8])=[CH:4][N:3]=[CH:2]1.[CH3:9][S:10](Cl)(=[O:12])=[O:11].CCN(CC)CC.O. The catalyst class is: 2. Product: [S:1]1[C:5]([CH2:6][CH2:7][O:8][S:10]([CH3:9])(=[O:12])=[O:11])=[CH:4][N:3]=[CH:2]1. (3) Reactant: [Br:1][CH2:2][CH2:3][CH:4]([C:17]1[CH:22]=[CH:21][CH:20]=[C:19]([C:23]([F:26])([F:25])[F:24])[CH:18]=1)[CH2:5][C:6]([NH:8][NH:9]C(OC(C)(C)C)=O)=[O:7].FC(F)(F)C(O)=O. Product: [Br:1][CH2:2][CH2:3][CH:4]([C:17]1[CH:22]=[CH:21][CH:20]=[C:19]([C:23]([F:24])([F:25])[F:26])[CH:18]=1)[CH2:5][C:6]([NH:8][NH2:9])=[O:7]. The catalyst class is: 2. (4) Reactant: Cl[C:2]1[CH:7]=[C:6]([NH:8][C:9]2[CH:14]=[CH:13][C:12]([O:15][C:16]([F:19])([F:18])[F:17])=[CH:11][CH:10]=2)[N:5]=[C:4]([C:20]2[CH:21]=[C:22]([C:26](=[O:28])[CH3:27])[CH:23]=[CH:24][CH:25]=2)[N:3]=1.[NH:29]1[CH2:34][CH2:33][O:32][CH2:31][CH2:30]1. Product: [N:29]1([C:2]2[CH:7]=[C:6]([NH:8][C:9]3[CH:10]=[CH:11][C:12]([O:15][C:16]([F:19])([F:18])[F:17])=[CH:13][CH:14]=3)[N:5]=[C:4]([C:20]3[CH:21]=[C:22]([C:26](=[O:28])[CH3:27])[CH:23]=[CH:24][CH:25]=3)[N:3]=2)[CH2:34][CH2:33][O:32][CH2:31][CH2:30]1. The catalyst class is: 51. (5) Reactant: [CH3:1][Si:2]([CH3:23])([CH3:22])[CH2:3][CH2:4][O:5][CH2:6][N:7]1[CH:11]=[C:10]([C:12]2[NH:17][C:16](=O)[N:15]3[CH:19]=[CH:20][N:21]=[C:14]3[CH:13]=2)[CH:9]=[N:8]1.CCN(C(C)C)C(C)C.O=P(Cl)(Cl)[Cl:35]. Product: [Cl:35][C:16]1[N:15]2[CH:19]=[CH:20][N:21]=[C:14]2[CH:13]=[C:12]([C:10]2[CH:9]=[N:8][N:7]([CH2:6][O:5][CH2:4][CH2:3][Si:2]([CH3:23])([CH3:22])[CH3:1])[CH:11]=2)[N:17]=1. The catalyst class is: 2. (6) Reactant: C([C:3]1[C:4]([NH:16][C:17]2[CH:22]=[CH:21][C:20]([N:23]3[CH2:28][CH2:27][N:26](C(OC(C)(C)C)=O)[CH2:25][CH2:24]3)=[CH:19][C:18]=2[O:36][CH3:37])=[N:5][C:6]([S:14][CH3:15])=[N:7][C:8]=1/[CH:9]=[CH:10]/[N:11]([CH3:13])C)#N.[BrH:38]. Product: [Br:38][C:13]1[C:3]2[C:4]([NH:16][C:17]3[CH:22]=[CH:21][C:20]([N:23]4[CH2:24][CH2:25][NH:26][CH2:27][CH2:28]4)=[CH:19][C:18]=3[O:36][CH3:37])=[N:5][C:6]([S:14][CH3:15])=[N:7][C:8]=2[CH:9]=[CH:10][N:11]=1.[BrH:38]. The catalyst class is: 15. (7) Reactant: C[O:2][C:3]1[N:8]=[CH:7][C:6]([N:9]2[CH2:13][C@@:12]3([CH2:18][CH2:17][CH2:16][C@@:15]([CH2:20][N:21]4[C:25]5[CH:26]=[C:27]([C:30]#[N:31])[CH:28]=[CH:29][C:24]=5[N:23]=[CH:22]4)([CH3:19])[CH2:14]3)[O:11][C:10]2=[O:32])=[C:5]([CH3:33])[CH:4]=1.[I-].[Na+].C[Si](Cl)(C)C. Product: [CH3:19][C@:15]1([CH2:20][N:21]2[C:25]3[CH:26]=[C:27]([C:30]#[N:31])[CH:28]=[CH:29][C:24]=3[N:23]=[CH:22]2)[CH2:16][CH2:17][CH2:18][C@:12]2([O:11][C:10](=[O:32])[N:9]([C:6]3[C:5]([CH3:33])=[CH:4][C:3](=[O:2])[NH:8][CH:7]=3)[CH2:13]2)[CH2:14]1. The catalyst class is: 10.